From a dataset of Full USPTO retrosynthesis dataset with 1.9M reactions from patents (1976-2016). Predict the reactants needed to synthesize the given product. (1) Given the product [Cl:1][C:2]1[CH:3]=[C:4]([CH2:14][N:15]2[C:19]([CH3:20])=[CH:18][C:17]([C:21]([OH:23])=[O:22])=[N:16]2)[C:5]2[O:9][C:8]([CH2:10][CH2:11][CH3:12])=[CH:7][C:6]=2[CH:13]=1, predict the reactants needed to synthesize it. The reactants are: [Cl:1][C:2]1[CH:3]=[C:4]([CH2:14][N:15]2[C:19]([CH3:20])=[CH:18][C:17]([C:21]([O:23]CC)=[O:22])=[N:16]2)[C:5]2[O:9][C:8]([CH2:10][CH2:11][CH3:12])=[CH:7][C:6]=2[CH:13]=1.[OH-].[Na+]. (2) Given the product [CH3:25][O:24][C:20]1[CH:19]=[C:18]([CH:17]=[C:16]([O:15][CH3:14])[C:21]=1[O:22][CH3:23])[CH2:26][CH2:27][C:28]1[O:11][C:10]([C:8]2[CH:7]=[CH:6][C:5]3[NH:1][CH:2]=[N:3][C:4]=3[CH:9]=2)=[N:12][N:13]=1, predict the reactants needed to synthesize it. The reactants are: [N:1]1[C:5]2[CH:6]=[CH:7][C:8]([C:10]([NH:12][NH2:13])=[O:11])=[CH:9][C:4]=2[NH:3][CH:2]=1.[CH3:14][O:15][C:16]1[CH:17]=[C:18]([CH2:26][CH2:27][C:28](O)=O)[CH:19]=[C:20]([O:24][CH3:25])[C:21]=1[O:22][CH3:23].